Dataset: Full USPTO retrosynthesis dataset with 1.9M reactions from patents (1976-2016). Task: Predict the reactants needed to synthesize the given product. Given the product [NH2:81][C@:74]1([C:77]([F:80])([F:79])[F:78])[CH2:75][CH2:76][N:72]([C:69]2[C:68]([C:89]3[CH:94]=[N:93][CH:92]=[N:91][CH:90]=3)=[CH:67][C:66]([C:64]([NH:63][C:60]3[CH:61]=[CH:62][C:57]([O:56][C:55]([Cl:54])([F:95])[F:96])=[CH:58][CH:59]=3)=[O:65])=[CH:71][N:70]=2)[CH2:73]1, predict the reactants needed to synthesize it. The reactants are: ClC1C(C2C=NC=NC=2)=CC(C(NC2C=CC(OC(Cl)(F)F)=CC=2)=O)=CN=1.CC(N(C([O-])=O)C1CN(C(F)(F)F)CC1)(C)C.CCN(C(C)C)C(C)C.[Cl:54][C:55]([F:96])([F:95])[O:56][C:57]1[CH:62]=[CH:61][C:60]([NH:63][C:64]([C:66]2[CH:67]=[C:68]([C:89]3[CH:90]=[N:91][CH:92]=[N:93][CH:94]=3)[C:69]([N:72]3[CH2:76][CH2:75][C@:74]([NH:81]C(=O)OC(C)(C)C)([C:77]([F:80])([F:79])[F:78])[CH2:73]3)=[N:70][CH:71]=2)=[O:65])=[CH:59][CH:58]=1.C(O)(C(F)(F)F)=O.